Dataset: Reaction yield outcomes from USPTO patents with 853,638 reactions. Task: Predict the reaction yield, written as a fraction of the theoretical maximum amount of product (1.0 means a 100% yield; for example, 0.34 means a 34% yield). The reactants are [CH3:1][S:2](Cl)(=[O:4])=[O:3].[Br:6][C:7]1[CH:8]=[C:9]([F:20])[C:10]([CH:13]2[CH2:18][CH:17]([OH:19])[CH2:16][CH2:15][O:14]2)=[N:11][CH:12]=1. The catalyst is C(Cl)Cl. The product is [CH3:1][S:2]([O:19][CH:17]1[CH2:16][CH2:15][O:14][CH:13]([C:10]2[C:9]([F:20])=[CH:8][C:7]([Br:6])=[CH:12][N:11]=2)[CH2:18]1)(=[O:4])=[O:3]. The yield is 0.830.